This data is from NCI-60 drug combinations with 297,098 pairs across 59 cell lines. The task is: Regression. Given two drug SMILES strings and cell line genomic features, predict the synergy score measuring deviation from expected non-interaction effect. (1) Drug 2: CC12CCC3C(C1CCC2O)C(CC4=C3C=CC(=C4)O)CCCCCCCCCS(=O)CCCC(C(F)(F)F)(F)F. Synergy scores: CSS=34.8, Synergy_ZIP=-4.72, Synergy_Bliss=-2.35, Synergy_Loewe=1.22, Synergy_HSA=1.35. Drug 1: C1CN1C2=NC(=NC(=N2)N3CC3)N4CC4. Cell line: T-47D. (2) Drug 1: C1=NC2=C(N1)C(=S)N=C(N2)N. Drug 2: C#CCC(CC1=CN=C2C(=N1)C(=NC(=N2)N)N)C3=CC=C(C=C3)C(=O)NC(CCC(=O)O)C(=O)O. Cell line: MDA-MB-231. Synergy scores: CSS=13.4, Synergy_ZIP=-8.29, Synergy_Bliss=-3.70, Synergy_Loewe=-4.25, Synergy_HSA=-4.13. (3) Drug 1: CC1=C(C(CCC1)(C)C)C=CC(=CC=CC(=CC(=O)O)C)C. Drug 2: CN1C2=C(C=C(C=C2)N(CCCl)CCCl)N=C1CCCC(=O)O.Cl. Cell line: MALME-3M. Synergy scores: CSS=10.6, Synergy_ZIP=-1.14, Synergy_Bliss=0.650, Synergy_Loewe=-6.65, Synergy_HSA=0.580. (4) Drug 1: COCCOC1=C(C=C2C(=C1)C(=NC=N2)NC3=CC=CC(=C3)C#C)OCCOC.Cl. Drug 2: CC1C(C(CC(O1)OC2CC(CC3=C2C(=C4C(=C3O)C(=O)C5=CC=CC=C5C4=O)O)(C(=O)C)O)N)O. Cell line: HCC-2998. Synergy scores: CSS=67.0, Synergy_ZIP=-1.60, Synergy_Bliss=1.52, Synergy_Loewe=-32.2, Synergy_HSA=2.92. (5) Drug 1: C1C(C(OC1N2C=C(C(=O)NC2=O)F)CO)O. Drug 2: CC1=C(C(CCC1)(C)C)C=CC(=CC=CC(=CC(=O)O)C)C. Cell line: UO-31. Synergy scores: CSS=24.0, Synergy_ZIP=0.455, Synergy_Bliss=-0.0972, Synergy_Loewe=-26.0, Synergy_HSA=-0.859. (6) Drug 1: CC12CCC3C(C1CCC2OP(=O)(O)O)CCC4=C3C=CC(=C4)OC(=O)N(CCCl)CCCl.[Na+]. Drug 2: COCCOC1=C(C=C2C(=C1)C(=NC=N2)NC3=CC=CC(=C3)C#C)OCCOC.Cl. Cell line: SF-539. Synergy scores: CSS=-9.58, Synergy_ZIP=12.7, Synergy_Bliss=14.8, Synergy_Loewe=-4.18, Synergy_HSA=-3.35. (7) Drug 1: CC(C)(C#N)C1=CC=C(C=C1)N2C3=C4C=C(C=CC4=NC=C3N(C2=O)C)C5=CC6=CC=CC=C6N=C5. Drug 2: CCC1=C2CN3C(=CC4=C(C3=O)COC(=O)C4(CC)O)C2=NC5=C1C=C(C=C5)O. Cell line: OVCAR3. Synergy scores: CSS=63.0, Synergy_ZIP=-2.04, Synergy_Bliss=-2.68, Synergy_Loewe=3.95, Synergy_HSA=4.54.